Dataset: Forward reaction prediction with 1.9M reactions from USPTO patents (1976-2016). Task: Predict the product of the given reaction. (1) Given the reactants [CH3:1][C:2]1[C:10]2[C:5](=[CH:6][CH:7]=[CH:8][CH:9]=2)[CH2:4][CH:3]=1.C=O.[C:13]1([CH3:23])[CH:18]=[CH:17][C:16](S(O)(=O)=O)=[CH:15][CH:14]=1, predict the reaction product. The product is: [CH3:1][C:2]1[C:10]2[C:5](=[CH:6][CH:7]=[CH:8][CH:9]=2)[CH2:4][C:3]=1[CH2:1][C:2]1[CH2:23][C:13]2[C:18]([C:3]=1[CH3:4])=[CH:17][CH:16]=[CH:15][CH:14]=2. (2) Given the reactants NC(N)=O.[CH:5]([NH:8][S:9]([C:12]1[C:17]([Cl:18])=[CH:16][CH:15]=[C:14]([NH2:19])[C:13]=1[OH:20])(=[O:11])=[O:10])([CH3:7])[CH3:6].[Cl:21][C:22]1[C:27]([Cl:28])=[CH:26][CH:25]=[CH:24][C:23]=1[N:29]=[C:30]=[O:31], predict the reaction product. The product is: [Cl:18][C:17]1[CH:16]=[CH:15][C:14]([NH:19][C:30]([NH:29][C:23]2[CH:24]=[CH:25][CH:26]=[C:27]([Cl:28])[C:22]=2[Cl:21])=[O:31])=[C:13]([OH:20])[C:12]=1[S:9]([NH:8][CH:5]([CH3:7])[CH3:6])(=[O:11])=[O:10]. (3) The product is: [C:27]([O:30][CH2:31][C:32]1[C:37]([N:38]2[CH2:50][CH2:49][N:41]3[C:42]4[CH2:43][CH2:44][CH2:45][CH2:46][C:47]=4[CH:48]=[C:40]3[C:39]2=[O:51])=[CH:36][C:35]([F:52])=[CH:34][C:33]=1[C:2]1[CH:3]=[C:4]([NH:10][C:11]2[CH:16]=[CH:15][C:14]([CH:17]3[CH2:22][CH2:21][N:20]([CH:23]4[CH2:26][O:25][CH2:24]4)[CH2:19][CH2:18]3)=[CH:13][N:12]=2)[C:5](=[O:9])[N:6]([CH3:8])[CH:7]=1)(=[O:29])[CH3:28]. Given the reactants Br[C:2]1[CH:3]=[C:4]([NH:10][C:11]2[CH:16]=[CH:15][C:14]([CH:17]3[CH2:22][CH2:21][N:20]([CH:23]4[CH2:26][O:25][CH2:24]4)[CH2:19][CH2:18]3)=[CH:13][N:12]=2)[C:5](=[O:9])[N:6]([CH3:8])[CH:7]=1.[C:27]([O:30][CH2:31][C:32]1[C:37]([N:38]2[CH2:50][CH2:49][N:41]3[C:42]4[CH2:43][CH2:44][CH2:45][CH2:46][C:47]=4[CH:48]=[C:40]3[C:39]2=[O:51])=[CH:36][C:35]([F:52])=[CH:34][C:33]=1B1OC(C)(C)C(C)(C)O1)(=[O:29])[CH3:28].C(=O)([O-])[O-].[Na+].[Na+].COCCOC, predict the reaction product. (4) Given the reactants Br[C:2]1[CH:7]=[CH:6][C:5]([C:8]2([C:11]([O:13][C:14]([CH3:17])([CH3:16])[CH3:15])=[O:12])[CH2:10][CH2:9]2)=[CH:4][CH:3]=1.[O:18]=[C:19]1[CH2:23][CH2:22][CH2:21][NH:20]1.[C@@H]1(N)CCCC[C@H]1N.C(=O)([O-])[O-].[K+].[K+], predict the reaction product. The product is: [O:18]=[C:19]1[CH2:23][CH2:22][CH2:21][N:20]1[C:2]1[CH:7]=[CH:6][C:5]([C:8]2([C:11]([O:13][C:14]([CH3:17])([CH3:16])[CH3:15])=[O:12])[CH2:10][CH2:9]2)=[CH:4][CH:3]=1. (5) Given the reactants C(NC(C)C)(C)C.C([Li])CCC.[C:13]1([S:19]([N:22]2[C:26]3[N:27]=[CH:28][N:29]=[C:30]([Cl:31])[C:25]=3[CH:24]=[C:23]2[C:32]2C=CC=CC=2)(=[O:21])=[O:20])[CH:18]=[CH:17][CH:16]=[CH:15][CH:14]=1.IC, predict the reaction product. The product is: [C:13]1([S:19]([N:22]2[C:26]3[N:27]=[CH:28][N:29]=[C:30]([Cl:31])[C:25]=3[CH:24]=[C:23]2[CH3:32])(=[O:21])=[O:20])[CH:14]=[CH:15][CH:16]=[CH:17][CH:18]=1.